Task: Predict the product of the given reaction.. Dataset: Forward reaction prediction with 1.9M reactions from USPTO patents (1976-2016) (1) Given the reactants [H-].[Al+3].[Li+].[H-].[H-].[H-].[CH:7]1([C:11]2[C:20]([CH:21]3[CH2:23][CH2:22]3)=[CH:19][C:14]([C:15](OC)=[O:16])=[C:13]([O:24][CH3:25])[CH:12]=2)[CH2:10][CH2:9][CH2:8]1.S([O-])([O-])(=O)=O.[Na+].[Na+], predict the reaction product. The product is: [CH:7]1([C:11]2[C:20]([CH:21]3[CH2:22][CH2:23]3)=[CH:19][C:14]([CH:15]=[O:16])=[C:13]([O:24][CH3:25])[CH:12]=2)[CH2:10][CH2:9][CH2:8]1. (2) Given the reactants [CH3:1][C:2]1[CH:7]=[CH:6][N:5]=[CH:4][CH:3]=1.C([Li])CCC.[Cl:13][C:14]1[CH:18]=[CH:17][S:16][C:15]=1[C:19](OC)=[O:20], predict the reaction product. The product is: [Cl:13][C:14]1[CH:18]=[CH:17][S:16][C:15]=1[C:19](=[O:20])[CH2:1][C:2]1[CH:7]=[CH:6][N:5]=[CH:4][CH:3]=1. (3) The product is: [CH3:1][N:2]1[CH:6]=[C:5]([C:7]2[CH:8]=[CH:9][C:10]([NH:13][C:14]3[N:15]=[C:16]([N:24]([C:28]4[CH:33]=[CH:32][CH:31]=[CH:30][CH:29]=4)[CH2:25][CH2:26][OH:27])[C:17]4[CH2:23][N:22]([CH2:38][CH2:39][CH3:40])[CH2:21][CH2:20][C:18]=4[N:19]=3)=[CH:11][CH:12]=2)[CH:4]=[N:3]1. Given the reactants [CH3:1][N:2]1[CH:6]=[C:5]([C:7]2[CH:12]=[CH:11][C:10]([NH:13][C:14]3[N:15]=[C:16]([N:24]([C:28]4[CH:33]=[CH:32][CH:31]=[CH:30][CH:29]=4)[CH2:25][CH2:26][OH:27])[C:17]4[CH2:23][NH:22][CH2:21][CH2:20][C:18]=4[N:19]=3)=[CH:9][CH:8]=2)[CH:4]=[N:3]1.C(O)(=O)C.[CH:38](=O)[CH2:39][CH3:40].C([BH3-])#N.[Na+], predict the reaction product.